From a dataset of Forward reaction prediction with 1.9M reactions from USPTO patents (1976-2016). Predict the product of the given reaction. (1) The product is: [C:1]1([S:7]([C:10]2[CH:11]=[CH:12][C:13]([CH3:16])=[C:14]([S:18]([Cl:17])(=[O:20])=[O:19])[CH:15]=2)(=[O:9])=[O:8])[CH:2]=[CH:3][CH:4]=[CH:5][CH:6]=1. Given the reactants [C:1]1([S:7]([C:10]2[CH:15]=[CH:14][C:13]([CH3:16])=[CH:12][CH:11]=2)(=[O:9])=[O:8])[CH:6]=[CH:5][CH:4]=[CH:3][CH:2]=1.[Cl:17][S:18](O)(=[O:20])=[O:19], predict the reaction product. (2) Given the reactants [Cl:1][C:2]1[CH:7]=[CH:6][C:5]([C:8]2[C:13]([O:14][CH2:15][C:16]([F:19])([F:18])[F:17])=[CH:12][N:11]=[C:10]([C:20]([OH:22])=O)[N:9]=2)=[CH:4][CH:3]=1.[CH3:23][CH:24]([C:26]1[CH:30]=[C:29]([CH2:31][NH2:32])[O:28][N:27]=1)[CH3:25], predict the reaction product. The product is: [CH:24]([C:26]1[CH:30]=[C:29]([CH2:31][NH:32][C:20]([C:10]2[N:9]=[C:8]([C:5]3[CH:6]=[CH:7][C:2]([Cl:1])=[CH:3][CH:4]=3)[C:13]([O:14][CH2:15][C:16]([F:19])([F:17])[F:18])=[CH:12][N:11]=2)=[O:22])[O:28][N:27]=1)([CH3:25])[CH3:23]. (3) Given the reactants [CH3:1][O:2][C:3]1[CH:8]=[C:7]([O:9][CH3:10])[N:6]=[C:5]([O:11][CH:12]([CH:16]([CH3:18])[CH3:17])[C:13]([OH:15])=O)[N:4]=1.C1C=CC2N(O)N=NC=2C=1.[NH:29]1[CH2:34][CH2:33][O:32][CH2:31][CH2:30]1.CCN=C=NCCCN(C)C.Cl, predict the reaction product. The product is: [CH3:10][O:9][C:7]1[CH:8]=[C:3]([O:2][CH3:1])[N:4]=[C:5]([O:11][CH:12]([CH:16]([CH3:18])[CH3:17])[C:13]([N:29]2[CH2:34][CH2:33][O:32][CH2:31][CH2:30]2)=[O:15])[N:6]=1. (4) Given the reactants [H-].[H-].[H-].[H-].[Li+].[Al+3].[N:7]1[CH:12]=[CH:11][CH:10]=[C:9]([C:13]2[CH:21]=[CH:20][C:16]([C:17](O)=[O:18])=[CH:15][CH:14]=2)[CH:8]=1.O.[OH-].[K+], predict the reaction product. The product is: [N:7]1[CH:12]=[CH:11][CH:10]=[C:9]([C:13]2[CH:21]=[CH:20][C:16]([CH2:17][OH:18])=[CH:15][CH:14]=2)[CH:8]=1. (5) Given the reactants [C:1](/[N:3]=[C:4](\SC)/[NH:5][C:6]1[CH:11]=[CH:10][C:9]([S:12](=[O:16])(=[O:15])[NH:13][CH3:14])=[CH:8][CH:7]=1)#[N:2].[NH2:19][NH2:20], predict the reaction product. The product is: [NH2:2][C:1]1[NH:20][N:19]=[C:4]([NH:5][C:6]2[CH:11]=[CH:10][C:9]([S:12]([NH:13][CH3:14])(=[O:16])=[O:15])=[CH:8][CH:7]=2)[N:3]=1. (6) Given the reactants COP([CH2:7][C:8]([O:10][CH3:11])=[O:9])(OC)=O.[H-].[Na+].[F:14][C:15]([F:44])([F:43])[O:16][C:17]1[CH:42]=[CH:41][CH:40]=[CH:39][C:18]=1[CH2:19][O:20][C:21]1[NH:25][N:24]=[C:23]([C:26]2[CH:27]=[CH:28][C:29]([CH:32]3[CH2:37][CH2:36][C:35](=O)[CH2:34][CH2:33]3)=[N:30][CH:31]=2)[CH:22]=1.[CH3:45]N(C)C=O, predict the reaction product. The product is: [F:14][C:15]([F:44])([F:43])[O:16][C:17]1[CH:42]=[CH:41][CH:40]=[CH:39][C:18]=1[CH2:19][O:20][C:21]1[NH:25][N:24]=[C:23]([C:26]2[CH:27]=[CH:28][C:29]([CH:32]3[CH2:37][CH2:36][C:35](=[CH:7][C:8]([O:10][CH2:11][CH3:45])=[O:9])[CH2:34][CH2:33]3)=[N:30][CH:31]=2)[CH:22]=1. (7) Given the reactants Cl[C:2]1[N:7]=[C:6]([C:8]2[CH:13]=[CH:12][CH:11]=[CH:10][CH:9]=2)[N:5]=[C:4]([C:14]2[CH:19]=[CH:18][CH:17]=[CH:16][CH:15]=2)[N:3]=1.CC1(C)C(C)(C)OB([C:28]2[CH:34]=[CH:33][C:31]([NH2:32])=[CH:30][CH:29]=2)O1.C(=O)([O-])[O-].[K+].[K+].[Cl-].[Na+], predict the reaction product. The product is: [NH2:32][C:31]1[CH:33]=[CH:34][C:28]([C:2]2[N:7]=[C:6]([C:8]3[CH:13]=[CH:12][CH:11]=[CH:10][CH:9]=3)[N:5]=[C:4]([C:14]3[CH:19]=[CH:18][CH:17]=[CH:16][CH:15]=3)[N:3]=2)=[CH:29][CH:30]=1. (8) Given the reactants [Cl:1][C:2]1[N:10]=[C:9]2[C:5]([N:6]=[CH:7][NH:8]2)=[C:4](Cl)[N:3]=1.Cl.[CH3:13][C@@H:14]1[CH2:19][O:18][CH2:17][CH2:16][NH:15]1.C(N(C(C)C)CC)(C)C, predict the reaction product. The product is: [Cl:1][C:2]1[N:10]=[C:9]2[C:5]([N:6]=[CH:7][NH:8]2)=[C:4]([N:15]2[CH2:16][CH2:17][O:18][CH2:19][C@H:14]2[CH3:13])[N:3]=1. (9) Given the reactants [Cl:1][C:2]1[N:7]=[CH:6][C:5]([CH2:8][OH:9])=[CH:4][C:3]=1[CH3:10], predict the reaction product. The product is: [Cl:1][C:2]1[N:7]=[CH:6][C:5]([CH:8]=[O:9])=[CH:4][C:3]=1[CH3:10]. (10) Given the reactants N1CCCC(CN2C=CC=CC2=[O:14])C1.[CH2:15]([O:22][C:23]([N:25]1[CH2:30][CH2:29][CH2:28][CH:27]([CH2:31]N2C=CC=CC2=O)[CH2:26]1)=[O:24])[C:16]1[CH:21]=[CH:20][CH:19]=[CH:18][CH:17]=1, predict the reaction product. The product is: [CH2:15]([O:22][C:23]([N:25]1[CH2:30][CH2:29][CH2:28][CH:27]([CH2:31][OH:14])[CH2:26]1)=[O:24])[C:16]1[CH:17]=[CH:18][CH:19]=[CH:20][CH:21]=1.